From a dataset of Forward reaction prediction with 1.9M reactions from USPTO patents (1976-2016). Predict the product of the given reaction. (1) Given the reactants [F:1][C:2]([F:20])([F:19])[C:3]1[CH:8]=[CH:7][C:6]([C@H:9]2[CH2:14][C@@H:13]([C:15]([O:17][CH3:18])=[O:16])[CH2:12][CH2:11][NH:10]2)=[CH:5][CH:4]=1.[CH:21]([C:24]1[CH:31]=[CH:30][C:27]([CH2:28]Br)=[CH:26][CH:25]=1)([CH3:23])[CH3:22].[Na+].[I-].C([O-])([O-])=O.[K+].[K+], predict the reaction product. The product is: [CH:21]([C:24]1[CH:31]=[CH:30][C:27]([CH2:28][N:10]2[CH2:11][CH2:12][C@H:13]([C:15]([O:17][CH3:18])=[O:16])[CH2:14][C@@H:9]2[C:6]2[CH:5]=[CH:4][C:3]([C:2]([F:19])([F:1])[F:20])=[CH:8][CH:7]=2)=[CH:26][CH:25]=1)([CH3:23])[CH3:22]. (2) Given the reactants [NH2:1][C:2]1[CH:10]=[CH:9][CH:8]=[C:7]2[C:3]=1[C:4](=[O:20])[N:5]([CH:12]1[CH2:17][CH2:16][C:15](=[O:18])[NH:14][C:13]1=[O:19])[C:6]2=[O:11].[C:21](Cl)(=[O:25])[CH2:22][CH2:23][CH3:24].CO, predict the reaction product. The product is: [O:19]=[C:13]1[CH:12]([N:5]2[C:4](=[O:20])[C:3]3[C:7](=[CH:8][CH:9]=[CH:10][C:2]=3[NH:1][C:21](=[O:25])[CH2:22][CH2:23][CH3:24])[C:6]2=[O:11])[CH2:17][CH2:16][C:15](=[O:18])[NH:14]1. (3) Given the reactants [CH2:1]([NH:3][CH2:4][CH2:5][NH:6][C:7]([C:9]1[CH:18]=[N:17][C:16]2[C:11](=[CH:12][CH:13]=[C:14]([I:19])[CH:15]=2)[N:10]=1)=[O:8])[CH3:2].[CH2:20](Br)[C:21]#[CH:22].C(N(CC)CC)C.O, predict the reaction product. The product is: [CH2:1]([N:3]([CH2:4][CH2:5][NH:6][C:7]([C:9]1[CH:18]=[N:17][C:16]2[C:11](=[CH:12][CH:13]=[C:14]([I:19])[CH:15]=2)[N:10]=1)=[O:8])[CH2:22][C:21]#[CH:20])[CH3:2]. (4) Given the reactants [OH-].[Na+:2].[C:3]([OH:7])(=[O:6])[CH:4]=[CH2:5], predict the reaction product. The product is: [C:3]([OH:7])(=[O:6])[CH:4]=[CH2:5].[C:3]([O-:7])(=[O:6])[CH:4]=[CH2:5].[Na+:2]. (5) Given the reactants [Br:1][C:2]1[CH:7]=[CH:6][C:5]([S:8](Cl)(=[O:10])=[O:9])=[CH:4][CH:3]=1.[NH2:12][CH2:13][CH2:14][NH:15][C:16](=[O:22])[O:17][C:18]([CH3:21])([CH3:20])[CH3:19].C(N(CC)CC)C, predict the reaction product. The product is: [Br:1][C:2]1[CH:7]=[CH:6][C:5]([S:8]([NH:12][CH2:13][CH2:14][NH:15][C:16](=[O:22])[O:17][C:18]([CH3:20])([CH3:19])[CH3:21])(=[O:10])=[O:9])=[CH:4][CH:3]=1. (6) The product is: [CH3:1][O:2][C:3]1[CH:8]=[C:7]2[C:6](=[CH:5][CH:4]=1)[NH:9][C:12]([C:14]1[CH:19]=[CH:18][CH:17]=[CH:16][CH:15]=1)=[CH:11]2. Given the reactants [CH3:1][O:2][C:3]1[CH:8]=[CH:7][C:6]([NH2:9])=[CH:5][CH:4]=1.Br[CH2:11][C:12]([C:14]1[CH:19]=[CH:18][CH:17]=[CH:16][CH:15]=1)=O, predict the reaction product. (7) Given the reactants [H-].[Al+3].[Li+].[H-].[H-].[H-].[C:7]([N:26]1[C:30]2[C:31]([C:35](OC)=[O:36])=[CH:32][CH:33]=[CH:34][C:29]=2[N:28]=[CH:27]1)([C:20]1[CH:25]=[CH:24][CH:23]=[CH:22][CH:21]=1)([C:14]1[CH:19]=[CH:18][CH:17]=[CH:16][CH:15]=1)[C:8]1[CH:13]=[CH:12][CH:11]=[CH:10][CH:9]=1.C(C(C(C([O-])=O)O)O)([O-])=O.[K+].[Na+].C(OCC)(=O)C, predict the reaction product. The product is: [C:7]([N:26]1[C:30]2[C:31]([CH2:35][OH:36])=[CH:32][CH:33]=[CH:34][C:29]=2[N:28]=[CH:27]1)([C:14]1[CH:19]=[CH:18][CH:17]=[CH:16][CH:15]=1)([C:8]1[CH:9]=[CH:10][CH:11]=[CH:12][CH:13]=1)[C:20]1[CH:25]=[CH:24][CH:23]=[CH:22][CH:21]=1.